This data is from NCI-60 drug combinations with 297,098 pairs across 59 cell lines. The task is: Regression. Given two drug SMILES strings and cell line genomic features, predict the synergy score measuring deviation from expected non-interaction effect. (1) Drug 1: CNC(=O)C1=CC=CC=C1SC2=CC3=C(C=C2)C(=NN3)C=CC4=CC=CC=N4. Drug 2: CN(C)N=NC1=C(NC=N1)C(=O)N. Cell line: OVCAR-4. Synergy scores: CSS=-0.329, Synergy_ZIP=-0.539, Synergy_Bliss=-1.31, Synergy_Loewe=-4.48, Synergy_HSA=-2.13. (2) Drug 1: CC1C(C(CC(O1)OC2CC(OC(C2O)C)OC3=CC4=CC5=C(C(=O)C(C(C5)C(C(=O)C(C(C)O)O)OC)OC6CC(C(C(O6)C)O)OC7CC(C(C(O7)C)O)OC8CC(C(C(O8)C)O)(C)O)C(=C4C(=C3C)O)O)O)O. Drug 2: C1CN(P(=O)(OC1)NCCCl)CCCl. Cell line: A498. Synergy scores: CSS=21.1, Synergy_ZIP=-1.41, Synergy_Bliss=-2.54, Synergy_Loewe=-48.6, Synergy_HSA=-1.63. (3) Drug 1: CC(C1=C(C=CC(=C1Cl)F)Cl)OC2=C(N=CC(=C2)C3=CN(N=C3)C4CCNCC4)N. Drug 2: CC12CCC3C(C1CCC2=O)CC(=C)C4=CC(=O)C=CC34C. Cell line: MCF7. Synergy scores: CSS=5.08, Synergy_ZIP=-1.85, Synergy_Bliss=-1.60, Synergy_Loewe=-5.62, Synergy_HSA=-1.46. (4) Synergy scores: CSS=45.7, Synergy_ZIP=3.20, Synergy_Bliss=-0.00921, Synergy_Loewe=-16.1, Synergy_HSA=-0.818. Drug 1: CC(C)(C#N)C1=CC(=CC(=C1)CN2C=NC=N2)C(C)(C)C#N. Drug 2: CC1CCCC2(C(O2)CC(NC(=O)CC(C(C(=O)C(C1O)C)(C)C)O)C(=CC3=CSC(=N3)C)C)C. Cell line: OVCAR-5. (5) Drug 1: CC1=CC2C(CCC3(C2CCC3(C(=O)C)OC(=O)C)C)C4(C1=CC(=O)CC4)C. Drug 2: C(CC(=O)O)C(=O)CN.Cl. Cell line: HCC-2998. Synergy scores: CSS=12.5, Synergy_ZIP=-4.50, Synergy_Bliss=-5.29, Synergy_Loewe=-9.69, Synergy_HSA=-7.88. (6) Drug 1: CC12CCC(CC1=CCC3C2CCC4(C3CC=C4C5=CN=CC=C5)C)O. Cell line: UO-31. Synergy scores: CSS=30.1, Synergy_ZIP=-6.78, Synergy_Bliss=-3.49, Synergy_Loewe=-11.1, Synergy_HSA=0.579. Drug 2: CCC1=C2CN3C(=CC4=C(C3=O)COC(=O)C4(CC)O)C2=NC5=C1C=C(C=C5)O.